From a dataset of Peptide-MHC class II binding affinity with 134,281 pairs from IEDB. Regression. Given a peptide amino acid sequence and an MHC pseudo amino acid sequence, predict their binding affinity value. This is MHC class II binding data. (1) The peptide sequence is WGAIWRIDTPDKLTGPFTVR. The MHC is DRB1_0701 with pseudo-sequence DRB1_0701. The binding affinity (normalized) is 0.313. (2) The peptide sequence is AFKVAATKANAAPAN. The MHC is DRB1_1001 with pseudo-sequence DRB1_1001. The binding affinity (normalized) is 0.843. (3) The peptide sequence is EVWNRVWITNNPHMQ. The MHC is DRB1_1101 with pseudo-sequence DRB1_1101. The binding affinity (normalized) is 0.586. (4) The peptide sequence is SGHAFGAMAKKGDEQ. The MHC is DRB3_0101 with pseudo-sequence DRB3_0101. The binding affinity (normalized) is 0.0512.